From a dataset of Catalyst prediction with 721,799 reactions and 888 catalyst types from USPTO. Predict which catalyst facilitates the given reaction. (1) Reactant: [CH2:1]([O:8][C:9](=[O:24])[NH:10][C:11]1[CH:12]=[C:13]2[C:17](=[CH:18][CH:19]=1)[CH2:16][C:15]([NH2:23])([C:20]([NH2:22])=[O:21])[CH2:14]2)[C:2]1[CH:7]=[CH:6][CH:5]=[CH:4][CH:3]=1.CO[C:27]([C:32]1[CH:37]=[CH:36][CH:35]=[CH:34][CH:33]=1)(OC)OC. Product: [CH2:1]([O:8][C:9](=[O:24])[NH:10][C:11]1[CH:12]=[C:13]2[C:17](=[CH:18][CH:19]=1)[CH2:16][C:15]1([C:20](=[O:21])[NH:22][C:27]([C:32]3[CH:37]=[CH:36][CH:35]=[CH:34][CH:33]=3)=[N:23]1)[CH2:14]2)[C:2]1[CH:7]=[CH:6][CH:5]=[CH:4][CH:3]=1. The catalyst class is: 11. (2) Reactant: [Cl:1][C:2]1[CH:7]=[CH:6][C:5]([CH:8]2[CH2:10][CH:9]2[NH:11][C:12]([C:14]2[CH:36]=[CH:35][C:17]([O:18][C:19]3[CH:28]=[C:27]4[C:22]([CH:23]([C:29]([O:31]C)=[O:30])[CH2:24][CH2:25][O:26]4)=[CH:21][C:20]=3[C:33]#[N:34])=[CH:16][CH:15]=2)=[O:13])=[CH:4][CH:3]=1.O[Li].O.Cl. Product: [Cl:1][C:2]1[CH:7]=[CH:6][C:5]([CH:8]2[CH2:10][CH:9]2[NH:11][C:12]([C:14]2[CH:15]=[CH:16][C:17]([O:18][C:19]3[CH:28]=[C:27]4[C:22]([CH:23]([C:29]([OH:31])=[O:30])[CH2:24][CH2:25][O:26]4)=[CH:21][C:20]=3[C:33]#[N:34])=[CH:35][CH:36]=2)=[O:13])=[CH:4][CH:3]=1. The catalyst class is: 1. (3) Reactant: N#N.[OH:3][CH2:4][C:5]1[CH:10]=[CH:9][N:8]=[C:7]([C:11](=[O:13])[CH3:12])[CH:6]=1.CCN(CC)CC.[S:21](Cl)([CH3:24])(=[O:23])=[O:22]. Product: [C:11]([C:7]1[CH:6]=[C:5]([CH2:4][O:3][S:21]([CH3:24])(=[O:23])=[O:22])[CH:10]=[CH:9][N:8]=1)(=[O:13])[CH3:12]. The catalyst class is: 64.